This data is from NCI-60 drug combinations with 297,098 pairs across 59 cell lines. The task is: Regression. Given two drug SMILES strings and cell line genomic features, predict the synergy score measuring deviation from expected non-interaction effect. (1) Drug 1: C1=CC(=CC=C1CCCC(=O)O)N(CCCl)CCCl. Drug 2: CCC1(CC2CC(C3=C(CCN(C2)C1)C4=CC=CC=C4N3)(C5=C(C=C6C(=C5)C78CCN9C7C(C=CC9)(C(C(C8N6C=O)(C(=O)OC)O)OC(=O)C)CC)OC)C(=O)OC)O.OS(=O)(=O)O. Cell line: SF-295. Synergy scores: CSS=35.8, Synergy_ZIP=-1.19, Synergy_Bliss=-1.02, Synergy_Loewe=1.15, Synergy_HSA=0.695. (2) Drug 1: CN1C2=C(C=C(C=C2)N(CCCl)CCCl)N=C1CCCC(=O)O.Cl. Drug 2: C1CNP(=O)(OC1)N(CCCl)CCCl. Cell line: NCI-H226. Synergy scores: CSS=1.89, Synergy_ZIP=-0.523, Synergy_Bliss=-2.72, Synergy_Loewe=0.202, Synergy_HSA=-3.33.